Dataset: Forward reaction prediction with 1.9M reactions from USPTO patents (1976-2016). Task: Predict the product of the given reaction. (1) Given the reactants [CH:1]1([CH2:4][NH:5][C:6]2[C:7]([S:25][CH3:26])=[N:8][N:9]3[C:14]([C:15]4[C:20]([CH3:21])=[CH:19][C:18]([CH3:22])=[CH:17][C:16]=4[O:23][CH3:24])=[CH:13][CH:12]=[CH:11][C:10]=23)[CH2:3][CH2:2]1.C([BH3-])#N.[Na+].C(=O)([O-])O.[Na+].C(O[C:39]1(O[Si](C)(C)C)[CH2:41][CH2:40]1)C, predict the reaction product. The product is: [CH:39]1([N:5]([CH2:4][CH:1]2[CH2:2][CH2:3]2)[C:6]2[C:7]([S:25][CH3:26])=[N:8][N:9]3[C:14]([C:15]4[C:20]([CH3:21])=[CH:19][C:18]([CH3:22])=[CH:17][C:16]=4[O:23][CH3:24])=[CH:13][CH:12]=[CH:11][C:10]=23)[CH2:41][CH2:40]1. (2) Given the reactants CN(C)CCC([N:12]1[CH:16]=[C:15]([NH2:17])[CH:14]=[N:13]1)C1C=CC=CC=1.[CH3:19][N:20]1[CH:24]=[CH:23][N:22]=[C:21]1[CH:25]([C:27]1[S:28][CH:29]=[CH:30][CH:31]=1)O, predict the reaction product. The product is: [CH3:19][N:20]1[CH:24]=[CH:23][N:22]=[C:21]1[CH:25]([C:27]1[S:28][CH:29]=[CH:30][CH:31]=1)[N:12]1[CH:16]=[C:15]([NH2:17])[CH:14]=[N:13]1. (3) Given the reactants [F:1][C:2]([F:37])([F:36])[C:3]1[CH:4]=[C:5]([C:13]([N:15]2[C@H:20]([CH2:21][C:22]3[C:30]4[C:25](=[CH:26][CH:27]=[CH:28][CH:29]=4)[NH:24][CH:23]=3)[CH2:19][N:18]3[C@@H:31]([CH2:34]O)[CH2:32][CH2:33][C@@H:17]3[CH2:16]2)=[O:14])[CH:6]=[C:7]([C:9]([F:12])([F:11])[F:10])[CH:8]=1.C1(P(C2C=CC=CC=2)C2C=CC=CC=2)C=CC=CC=1.C(Cl)(Cl)(Cl)[Cl:58], predict the reaction product. The product is: [F:1][C:2]([F:37])([F:36])[C:3]1[CH:4]=[C:5]([C:13]([N:15]2[C@H:20]([CH2:21][C:22]3[C:30]4[C:25](=[CH:26][CH:27]=[CH:28][CH:29]=4)[NH:24][CH:23]=3)[CH2:19][N:18]3[C@@H:31]([CH2:34][Cl:58])[CH2:32][CH2:33][C@@H:17]3[CH2:16]2)=[O:14])[CH:6]=[C:7]([C:9]([F:12])([F:11])[F:10])[CH:8]=1. (4) Given the reactants C([N:8]1[C:17]2[C:12](=[CH:13][CH:14]=[CH:15][CH:16]=2)[C@H:11]([N:18]([CH:22]2[CH2:24][CH2:23]2)[C:19](=[O:21])[CH3:20])[CH2:10][C@@H:9]1[CH3:25])C1C=CC=CC=1.C([O-])=O.[NH4+], predict the reaction product. The product is: [CH:22]1([N:18]([C@H:11]2[C:12]3[C:17](=[CH:16][CH:15]=[CH:14][CH:13]=3)[NH:8][C@@H:9]([CH3:25])[CH2:10]2)[C:19](=[O:21])[CH3:20])[CH2:23][CH2:24]1. (5) Given the reactants [C:1](O[BH-](OC(=O)C)OC(=O)C)(=O)C.[Na+].[N+:15]([C:18]1[CH:25]=[CH:24][C:21]([CH:22]=O)=[CH:20][CH:19]=1)([O-:17])=[O:16].[CH:26]12[CH2:32][CH:29]([CH2:30][CH2:31]1)[CH2:28][C@@H:27]2[NH2:33].C=O.[OH-].[Na+], predict the reaction product. The product is: [CH:26]12[CH2:32][CH:29]([CH2:30][CH2:31]1)[CH2:28][C@@H:27]2[N:33]([CH3:1])[CH2:22][C:21]1[CH:24]=[CH:25][C:18]([N+:15]([O-:17])=[O:16])=[CH:19][CH:20]=1. (6) Given the reactants [NH2:1][C:2]1[C:10]([CH3:11])=[CH:9][C:8]([Br:12])=[CH:7][C:3]=1[C:4]([OH:6])=[O:5].[C:13]([O-])([O-])=O.[Cs+].[Cs+].IC, predict the reaction product. The product is: [NH2:1][C:2]1[C:10]([CH3:11])=[CH:9][C:8]([Br:12])=[CH:7][C:3]=1[C:4]([O:6][CH3:13])=[O:5]. (7) Given the reactants [CH:1]([C@H:14]1[CH2:19][C@H:18](OS(C)(=O)=O)[CH2:17][CH2:16][O:15]1)([C:8]1[CH:13]=[CH:12][CH:11]=[CH:10][CH:9]=1)[C:2]1[CH:7]=[CH:6][CH:5]=[CH:4][CH:3]=1.[N-:25]=[N+:26]=[N-:27].[Na+], predict the reaction product. The product is: [N:25]([C@H:18]1[CH2:17][CH2:16][O:15][C@@H:14]([CH:1]([C:8]2[CH:13]=[CH:12][CH:11]=[CH:10][CH:9]=2)[C:2]2[CH:7]=[CH:6][CH:5]=[CH:4][CH:3]=2)[CH2:19]1)=[N+:26]=[N-:27].